This data is from Catalyst prediction with 721,799 reactions and 888 catalyst types from USPTO. The task is: Predict which catalyst facilitates the given reaction. (1) Reactant: [CH3:1][C:2]([O:9][C:10]1[CH:15]=[CH:14][CH:13]=[CH:12][CH:11]=1)([CH3:8])[C:3]([O:5]CC)=[O:4].[OH-].[Na+]. Product: [CH3:8][C:2]([O:9][C:10]1[CH:15]=[CH:14][CH:13]=[CH:12][CH:11]=1)([CH3:1])[C:3]([OH:5])=[O:4]. The catalyst class is: 88. (2) Reactant: Cl.[CH3:2][C@@:3]1([OH:8])[CH2:7][O:6][NH:5][CH2:4]1.C(N(C(C)C)CC)(C)C.[CH:18]1([CH2:24][N:25]2[C:29]3[CH:30]=[CH:31][C:32]([C:34](O)=[O:35])=[CH:33][C:28]=3[N:27]=[C:26]2[C:37]([CH3:41])([CH3:40])[CH2:38][CH3:39])[CH2:23][CH2:22][CH2:21][CH2:20][CH2:19]1.CN(C(ON1N=NC2C=CC=NC1=2)=[N+](C)C)C.F[P-](F)(F)(F)(F)F. Product: [CH:18]1([CH2:24][N:25]2[C:29]3[CH:30]=[CH:31][C:32]([C:34]([N:5]4[CH2:4][C@:3]([CH3:2])([OH:8])[CH2:7][O:6]4)=[O:35])=[CH:33][C:28]=3[N:27]=[C:26]2[C:37]([CH3:40])([CH3:41])[CH2:38][CH3:39])[CH2:19][CH2:20][CH2:21][CH2:22][CH2:23]1. The catalyst class is: 3. (3) Reactant: [O:1]1[CH:5]=[CH:4][C:3]([C:6]([CH:8]2[CH2:14][CH2:13][CH2:12][C:11]3[CH:15]=[C:16]([N:19]4[CH2:23][C@H:22]([CH2:24][NH:25][C:26]([C:28]5[CH:32]=[CH:31][O:30][CH:29]=5)=[O:27])[O:21][C:20]4=[O:33])[CH:17]=[CH:18][C:10]=3[C:9]2=O)=O)=[CH:2]1.O.[NH2:36][NH2:37]. Product: [O:1]1[CH:5]=[CH:4][C:3]([C:6]2[C:8]3[CH2:14][CH2:13][CH2:12][C:11]4[CH:15]=[C:16]([N:19]5[CH2:23][C@H:22]([CH2:24][NH:25][C:26]([C:28]6[CH:32]=[CH:31][O:30][CH:29]=6)=[O:27])[O:21][C:20]5=[O:33])[CH:17]=[CH:18][C:10]=4[C:9]=3[NH:37][N:36]=2)=[CH:2]1. The catalyst class is: 8. (4) Reactant: [Cl:1][C:2]1[C:7]([C:8](OC)=[O:9])=[CH:6][C:5]([F:12])=[C:4]([Cl:13])[N:3]=1.CC(C[AlH]CC(C)C)C. Product: [Cl:1][C:2]1[C:7]([CH2:8][OH:9])=[CH:6][C:5]([F:12])=[C:4]([Cl:13])[N:3]=1. The catalyst class is: 61. (5) Reactant: [C:1]1([CH3:19])[CH:6]=[C:5]([CH3:7])[CH:4]=[C:3]([CH3:8])[C:2]=1[S:9]([O:12][N:13]=C(OCC)C)(=[O:11])=[O:10].Cl(O)(=O)(=O)=O. Product: [C:1]1([CH3:19])[CH:6]=[C:5]([CH3:7])[CH:4]=[C:3]([CH3:8])[C:2]=1[S:9]([O:12][NH2:13])(=[O:11])=[O:10]. The catalyst class is: 12. (6) Reactant: [NH2:1][C:2]1[CH:21]=[CH:20][CH:19]=[CH:18][C:3]=1[C:4]([NH:6][C:7]1[CH:17]=[CH:16][C:10]2[O:11][C:12]([F:15])([F:14])[O:13][C:9]=2[CH:8]=1)=[O:5].CS(O[CH2:27][C:28]1[CH:33]=[CH:32][N:31]=[C:30]([C:34]([NH2:36])=[O:35])[CH:29]=1)(=O)=O.[I-].[Na+].C(OCC)(=O)C. Product: [F:14][C:12]1([F:15])[O:11][C:10]2[CH:16]=[CH:17][C:7]([NH:6][C:4]([C:3]3[CH:18]=[CH:19][CH:20]=[CH:21][C:2]=3[NH:1][CH2:27][C:28]3[CH:33]=[CH:32][N:31]=[C:30]([C:34]([NH2:36])=[O:35])[CH:29]=3)=[O:5])=[CH:8][C:9]=2[O:13]1. The catalyst class is: 163.